Dataset: Forward reaction prediction with 1.9M reactions from USPTO patents (1976-2016). Task: Predict the product of the given reaction. Given the reactants [F:1][C:2]1[C:3]([C:9]2[N:13]([CH:14]3[CH2:19][CH2:18][O:17][CH2:16][CH2:15]3)[C:12]([C:20]([F:23])([F:22])[F:21])=[N:11][CH:10]=2)=[N:4][C:5]([NH2:8])=[N:6][CH:7]=1.[CH3:24][S:25]([C:28]1[CH:33]=[CH:32][C:31](Br)=[CH:30][CH:29]=1)(=[O:27])=[O:26], predict the reaction product. The product is: [F:1][C:2]1[C:3]([C:9]2[N:13]([CH:14]3[CH2:19][CH2:18][O:17][CH2:16][CH2:15]3)[C:12]([C:20]([F:21])([F:23])[F:22])=[N:11][CH:10]=2)=[N:4][C:5]([NH:8][C:31]2[CH:32]=[CH:33][C:28]([S:25]([CH3:24])(=[O:27])=[O:26])=[CH:29][CH:30]=2)=[N:6][CH:7]=1.